Dataset: Forward reaction prediction with 1.9M reactions from USPTO patents (1976-2016). Task: Predict the product of the given reaction. Given the reactants [CH3:1][C:2]1[S:3][C:4]([C:8]2[CH:13]=[CH:12][N:11]=[C:10]([NH:14][C:15]3[CH:20]=[CH:19][C:18]([N:21]4[CH2:26][CH2:25][NH:24][CH2:23][CH2:22]4)=[CH:17][CH:16]=3)[N:9]=2)=[C:5]([CH3:7])[N:6]=1.Cl[CH2:28][CH:29]([OH:31])[CH3:30], predict the reaction product. The product is: [CH3:1][C:2]1[S:3][C:4]([C:8]2[CH:13]=[CH:12][N:11]=[C:10]([NH:14][C:15]3[CH:16]=[CH:17][C:18]([N:21]4[CH2:22][CH2:23][N:24]([CH2:28][CH:29]([OH:31])[CH3:30])[CH2:25][CH2:26]4)=[CH:19][CH:20]=3)[N:9]=2)=[C:5]([CH3:7])[N:6]=1.